From a dataset of Full USPTO retrosynthesis dataset with 1.9M reactions from patents (1976-2016). Predict the reactants needed to synthesize the given product. (1) The reactants are: Cl.[Cl:2][C:3]1[CH:22]=[C:21]([Cl:23])[CH:20]=[CH:19][C:4]=1[CH2:5][NH:6][C@H:7]1[CH2:11][CH2:10][N:9]([C:12]2[CH:17]=[CH:16][C:15](I)=[CH:14][N:13]=2)[CH2:8]1.[CH3:24][Si:25]([C:28]#[CH:29])([CH3:27])[CH3:26]. Given the product [Cl:2][C:3]1[CH:22]=[C:21]([Cl:23])[CH:20]=[CH:19][C:4]=1[CH2:5][NH:6][C@H:7]1[CH2:11][CH2:10][N:9]([C:12]2[CH:17]=[CH:16][C:15]([C:29]#[C:28][Si:25]([CH3:27])([CH3:26])[CH3:24])=[CH:14][N:13]=2)[CH2:8]1, predict the reactants needed to synthesize it. (2) Given the product [F:1][C:2]([F:15])([CH:26]([F:32])[F:25])[CH2:3][O:4][C:5]1[N:10]=[CH:9][C:8]([CH:11]([NH2:13])[CH3:12])=[CH:7][CH:6]=1, predict the reactants needed to synthesize it. The reactants are: [F:1][C:2]([F:15])(F)[CH2:3][O:4][C:5]1[N:10]=[CH:9][C:8]([CH:11]([NH2:13])[CH3:12])=[CH:7][CH:6]=1.ClC1C=CC(C#N)=CN=1.[F:25][C:26]([F:32])(C(F)F)CO. (3) Given the product [CH3:8][S:9]([N:46]([C:42]1[CH:41]=[C:40]([C:37]2[N:36]=[C:35]([C:21]3[CH:20]=[N:19][N:18]([CH3:17])[C:22]=3[CH2:23][O:24][C:25]3[CH:30]=[CH:29][C:28]([C:31]([F:33])([F:32])[F:34])=[CH:27][CH:26]=3)[O:39][N:38]=2)[CH:45]=[CH:44][N:43]=1)[S:9]([CH3:8])(=[O:11])=[O:10])(=[O:11])=[O:10], predict the reactants needed to synthesize it. The reactants are: C(N(CC)CC)C.[CH3:8][S:9](Cl)(=[O:11])=[O:10].C(Cl)(Cl)Cl.[CH3:17][N:18]1[C:22]([CH2:23][O:24][C:25]2[CH:30]=[CH:29][C:28]([C:31]([F:34])([F:33])[F:32])=[CH:27][CH:26]=2)=[C:21]([C:35]2[O:39][N:38]=[C:37]([C:40]3[CH:45]=[CH:44][N:43]=[C:42]([NH2:46])[CH:41]=3)[N:36]=2)[CH:20]=[N:19]1. (4) The reactants are: [H-].[Na+].[Cl:3][C:4]1[C:15]([Cl:16])=[CH:14][C:7]2[O:8][CH2:9][CH2:10][CH2:11][C:12](=[O:13])[C:6]=2[CH:5]=1.Cl.[CH3:18][O:19][C:20](=O)[O:21]C. Given the product [CH3:18][O:19][C:20]([CH:11]1[CH2:10][CH2:9][O:8][C:7]2[CH:14]=[C:15]([Cl:16])[C:4]([Cl:3])=[CH:5][C:6]=2[C:12]1=[O:13])=[O:21], predict the reactants needed to synthesize it. (5) Given the product [NH2:29][C:30]1[CH:37]=[CH:36][C:35]([C:2]2[CH:3]=[C:4]([C:18]([F:21])([F:20])[F:19])[C:5]3[C:6](=[N:8][N:9]([CH3:17])[C:10]=3[C:11]3[CH:16]=[CH:15][CH:14]=[CH:13][CH:12]=3)[N:7]=2)=[CH:34][C:31]=1[C:32]#[N:33], predict the reactants needed to synthesize it. The reactants are: Br[C:2]1[CH:3]=[C:4]([C:18]([F:21])([F:20])[F:19])[C:5]2[C:6](=[N:8][N:9]([CH3:17])[C:10]=2[C:11]2[CH:16]=[CH:15][CH:14]=[CH:13][CH:12]=2)[N:7]=1.COCCOC.O.[NH2:29][C:30]1[CH:37]=[CH:36][C:35](B2OC(C)(C)C(C)(C)O2)=[CH:34][C:31]=1[C:32]#[N:33].O.O.P([O-])([O-])([O-])=O.[K+].[K+].[K+]. (6) Given the product [CH2:3]([C:5]1[CH:10]=[CH:9][CH:8]=[CH:7][C:6]=1[C:11]1[C:12](=[O:20])[N:13]([CH3:19])[N:14]=[CH:15][C:16]=1[OH:17])[CH3:4], predict the reactants needed to synthesize it. The reactants are: [OH-].[K+].[CH2:3]([C:5]1[CH:10]=[CH:9][CH:8]=[CH:7][C:6]=1[C:11]1[C:12](=[O:20])[N:13]([CH3:19])[N:14]=[CH:15][C:16]=1[O:17]C)[CH3:4].Cl. (7) Given the product [CH:23]1([NH:26][CH2:2][CH2:3][N:4]2[C:12]([S:13][C:14]3[CH:19]=[C:18]([Cl:20])[CH:17]=[C:16]([Cl:21])[CH:15]=3)=[N:11][C:10]3[C:5]2=[N:6][CH:7]=[N:8][C:9]=3[NH2:22])[CH2:25][CH2:24]1, predict the reactants needed to synthesize it. The reactants are: Br[CH2:2][CH2:3][N:4]1[C:12]([S:13][C:14]2[CH:19]=[C:18]([Cl:20])[CH:17]=[C:16]([Cl:21])[CH:15]=2)=[N:11][C:10]2[C:5]1=[N:6][CH:7]=[N:8][C:9]=2[NH2:22].[CH:23]1([NH2:26])[CH2:25][CH2:24]1. (8) Given the product [Cl:6][C:7]1[N:12]=[C:11]([C:13]([OH:21])=[O:14])[CH:10]=[CH:9][C:8]=1[C:15]1([F:19])[CH2:18][CH2:17][CH2:16]1, predict the reactants needed to synthesize it. The reactants are: P([O-])([O-])([O-])=O.[Cl:6][C:7]1[N:12]=[C:11]([CH2:13][OH:14])[CH:10]=[CH:9][C:8]=1[C:15]1([F:19])[CH2:18][CH2:17][CH2:16]1.Cl([O-])=[O:21].[Na+].Cl[O-].[Na+].[OH-].[Na+].Cl. (9) Given the product [Br:1][CH2:2][CH2:3][CH2:4][CH2:5][CH2:6][CH2:7][O:8][CH2:9][CH2:10][CH2:11][CH2:12][C:13]1[CH:14]=[C:15]([S:19]([NH2:22])(=[O:20])=[O:21])[CH:16]=[CH:17][CH:18]=1, predict the reactants needed to synthesize it. The reactants are: [Br:1][CH2:2][CH2:3][CH2:4][CH2:5][CH2:6][CH2:7][O:8][CH2:9][CH2:10][C:11]#[C:12][C:13]1[CH:14]=[C:15]([S:19]([NH2:22])(=[O:21])=[O:20])[CH:16]=[CH:17][CH:18]=1.C.